The task is: Binary Classification. Given a T-cell receptor sequence (or CDR3 region) and an epitope sequence, predict whether binding occurs between them.. This data is from TCR-epitope binding with 47,182 pairs between 192 epitopes and 23,139 TCRs. (1) The epitope is FLKEKGGL. The TCR CDR3 sequence is CASSLFPGGNEQFF. Result: 0 (the TCR does not bind to the epitope). (2) The epitope is QECVRGTTVL. The TCR CDR3 sequence is CASSYGTGDGYTF. Result: 0 (the TCR does not bind to the epitope). (3) The epitope is EEHVQIHTI. The TCR CDR3 sequence is CASSYQGGGGTDTQYF. Result: 0 (the TCR does not bind to the epitope). (4) The epitope is FRYMNSQGL. The TCR CDR3 sequence is CSARDRGLGNTIYF. Result: 0 (the TCR does not bind to the epitope).